From a dataset of Reaction yield outcomes from USPTO patents with 853,638 reactions. Predict the reaction yield, written as a fraction of the theoretical maximum amount of product (1.0 means a 100% yield; for example, 0.34 means a 34% yield). The reactants are [F:1][C:2]1[CH:7]=[CH:6][C:5]([N:8]2[CH2:16][C:15]3[C:10](=[CH:11][CH:12]=[C:13]([O:17]C)[CH:14]=3)[CH:9]2[CH2:19][C:20]2[CH:25]=[CH:24][C:23]([O:26]CCC3CCCCN3)=[CH:22][CH:21]=2)=[CH:4][CH:3]=1.B(Br)(Br)Br. The catalyst is C(Cl)Cl. The product is [F:1][C:2]1[CH:7]=[CH:6][C:5]([N:8]2[CH2:16][C:15]3[C:10](=[CH:11][CH:12]=[C:13]([OH:17])[CH:14]=3)[CH:9]2[CH2:19][C:20]2[CH:25]=[CH:24][C:23]([OH:26])=[CH:22][CH:21]=2)=[CH:4][CH:3]=1. The yield is 0.840.